From a dataset of Catalyst prediction with 721,799 reactions and 888 catalyst types from USPTO. Predict which catalyst facilitates the given reaction. Reactant: [C:1]([NH:8][CH2:9][CH2:10][C:11]1[CH:18]=[C:17](F)[C:14]([C:15]#[N:16])=[C:13]([F:20])[CH:12]=1)([O:3][C:4]([CH3:7])([CH3:6])[CH3:5])=[O:2].[CH:21]1([CH2:26][OH:27])[CH2:25][CH2:24][CH2:23][CH2:22]1.C[Si]([N-][Si](C)(C)C)(C)C.[Na+]. Product: [C:1]([NH:8][CH2:9][CH2:10][C:11]1[CH:12]=[C:13]([F:20])[C:14]([C:15]#[N:16])=[C:17]([O:27][CH2:26][CH:21]2[CH2:25][CH2:24][CH2:23][CH2:22]2)[CH:18]=1)([O:3][C:4]([CH3:5])([CH3:6])[CH3:7])=[O:2]. The catalyst class is: 20.